Task: Predict which catalyst facilitates the given reaction.. Dataset: Catalyst prediction with 721,799 reactions and 888 catalyst types from USPTO Reactant: [CH2:1]([O:3][C:4]([C@@:6]1([CH3:18])[CH2:8][C@@H:7]1[CH2:9][O:10]CC1C=CC=CC=1)=[O:5])[CH3:2]. Product: [OH:10][CH2:9][C@H:7]1[CH2:8][C@:6]1([CH3:18])[C:4]([O:3][CH2:1][CH3:2])=[O:5]. The catalyst class is: 29.